Dataset: Catalyst prediction with 721,799 reactions and 888 catalyst types from USPTO. Task: Predict which catalyst facilitates the given reaction. (1) Reactant: [CH:1]1([CH2:4][O:5][C:6]2[CH:7]=[C:8]([CH:13]=[CH:14][C:15]=2[N:16]([CH2:21][CH2:22][N:23]2[CH2:28][CH2:27][N:26]([CH3:29])[CH2:25][CH2:24]2)[S:17]([CH3:20])(=[O:19])=[O:18])[C:9]([O:11]C)=[O:10])[CH2:3][CH2:2]1.[Li+:30].[OH-]. Product: [CH:1]1([CH2:4][O:5][C:6]2[CH:7]=[C:8]([CH:13]=[CH:14][C:15]=2[N:16]([CH2:21][CH2:22][N:23]2[CH2:24][CH2:25][N:26]([CH3:29])[CH2:27][CH2:28]2)[S:17]([CH3:20])(=[O:18])=[O:19])[C:9]([O-:11])=[O:10])[CH2:3][CH2:2]1.[Li+:30]. The catalyst class is: 1. (2) Reactant: [CH2:1]([O:8][C:9]1[C:16]([Br:17])=[CH:15][CH:14]=[CH:13][C:10]=1C=O)[C:2]1[CH:7]=[CH:6][CH:5]=[CH:4][CH:3]=1.ClC1C=CC=C(C(OO)=[O:26])C=1.[O-2].[Al+3].[O-2].[O-2].[Al+3]. Product: [CH2:1]([O:8][C:9]1[C:16]([Br:17])=[CH:15][CH:14]=[CH:13][C:10]=1[OH:26])[C:2]1[CH:7]=[CH:6][CH:5]=[CH:4][CH:3]=1. The catalyst class is: 61. (3) Reactant: [Br:1][C:2]1[CH:3]=[CH:4][C:5]([O:9][CH3:10])=[C:6]([OH:8])[CH:7]=1.Br[CH:12]([C:14](=[O:17])[CH2:15][CH3:16])[CH3:13].C(=O)([O-])[O-].[K+].[K+].CN(C=O)C. Product: [Br:1][C:2]1[CH:3]=[CH:4][C:5]([O:9][CH3:10])=[C:6]([O:8][CH:12]([C:14](=[O:17])[CH2:15][CH3:16])[CH3:13])[CH:7]=1. The catalyst class is: 6.